From a dataset of Catalyst prediction with 721,799 reactions and 888 catalyst types from USPTO. Predict which catalyst facilitates the given reaction. (1) Reactant: O[CH2:2][CH2:3][N:4]([CH:36]([CH3:38])[CH3:37])[C:5]([C:7]1[C:12]([O:13][CH2:14][C:15]2[CH:20]=[CH:19][CH:18]=[CH:17][CH:16]=2)=[C:11]([OH:21])[N:10]=[C:9]([CH2:22][C:23]2([C:30]3[CH:35]=[CH:34][CH:33]=[CH:32][CH:31]=3)[CH2:28][CH2:27][C:26](=[O:29])[CH2:25][CH2:24]2)[N:8]=1)=[O:6].C1(P(C2C=CC=CC=2)C2C=CC=CC=2)C=CC=CC=1.N(C(OC(C)C)=O)=NC(OC(C)C)=O.CO. Product: [CH2:14]([O:13][C:12]1[C:11](=[O:21])[N:10]=[C:9]([CH2:22][C:23]2([C:30]3[CH:31]=[CH:32][CH:33]=[CH:34][CH:35]=3)[CH2:28][CH2:27][C:26](=[O:29])[CH2:25][CH2:24]2)[N:8]2[CH2:2][CH2:3][N:4]([CH:36]([CH3:38])[CH3:37])[C:5](=[O:6])[C:7]=12)[C:15]1[CH:20]=[CH:19][CH:18]=[CH:17][CH:16]=1. The catalyst class is: 96. (2) Reactant: [Cl:1][C:2]1[CH:7]=[CH:6][CH:5]=[C:4]([Cl:8])[C:3]=1[CH2:9][S:10]([C:13]1[CH:14]=[C:15]2[C:19](=[CH:20][CH:21]=1)[NH:18][C:17](=[O:22])/[C:16]/2=[CH:23]\[C:24]1[NH:28][C:27]([CH3:29])=[C:26]([C:30]([OH:32])=O)[C:25]=1[CH3:33])(=[O:12])=[O:11].C1C=CC2N(O)N=NC=2C=1.C(Cl)CCl.[CH:48]1([NH:51][CH2:52][C@@H:53]2[NH:57][CH2:56][C@H:55]([OH:58])[CH2:54]2)[CH2:50][CH2:49]1. Product: [CH:48]1([NH:51][CH2:52][C@H:53]2[CH2:54][C@@H:55]([OH:58])[CH2:56][N:57]2[C:30]([C:26]2[C:25]([CH3:33])=[C:24](/[CH:23]=[C:16]3\[C:17](=[O:22])[NH:18][C:19]4[C:15]\3=[CH:14][C:13]([S:10]([CH2:9][C:3]3[C:4]([Cl:8])=[CH:5][CH:6]=[CH:7][C:2]=3[Cl:1])(=[O:11])=[O:12])=[CH:21][CH:20]=4)[NH:28][C:27]=2[CH3:29])=[O:32])[CH2:50][CH2:49]1. The catalyst class is: 3. (3) Reactant: [O:1]([C:8]1[CH:16]=[CH:15][C:11]([C:12]([OH:14])=O)=[CH:10][CH:9]=1)[C:2]1[CH:7]=[CH:6][CH:5]=[CH:4][CH:3]=1.ON1C2C=CC=CC=2N=N1.Cl.C(N=C=NCCCN(C)C)C.[CH2:39]([C:41]1[CH:42]=[C:43]([C:54](=[N:56]O)[NH2:55])[S:44][C:45]=1[CH2:46][O:47][CH:48]1[CH2:53][CH2:52][CH2:51][CH2:50][O:49]1)[CH3:40].[F-].C([N+](CCCC)(CCCC)CCCC)CCC. Product: [CH2:39]([C:41]1[CH:42]=[C:43]([C:54]2[N:56]=[C:12]([C:11]3[CH:10]=[CH:9][C:8]([O:1][C:2]4[CH:3]=[CH:4][CH:5]=[CH:6][CH:7]=4)=[CH:16][CH:15]=3)[O:14][N:55]=2)[S:44][C:45]=1[CH2:46][O:47][CH:48]1[CH2:53][CH2:52][CH2:51][CH2:50][O:49]1)[CH3:40]. The catalyst class is: 7.